Dataset: Forward reaction prediction with 1.9M reactions from USPTO patents (1976-2016). Task: Predict the product of the given reaction. (1) Given the reactants [NH2:1][C:2]1[CH:3]=[C:4]2[C:8](=[CH:9][CH:10]=1)[N:7](OC(=O)C(C)(C)C)[N:6]=[C:5]2[C:18]1[NH:19][CH:20]=[CH:21][CH:22]=1.[Cl:23][C:24]1[CH:25]=[C:26]([CH:30]=[CH:31][CH:32]=1)[C:27](Cl)=[O:28].C(N(CC)CC)C, predict the reaction product. The product is: [Cl:23][C:24]1[CH:25]=[C:26]([CH:30]=[CH:31][CH:32]=1)[C:27]([NH:1][C:2]1[CH:3]=[C:4]2[C:8](=[CH:9][CH:10]=1)[NH:7][N:6]=[C:5]2[C:18]1[NH:19][CH:20]=[CH:21][CH:22]=1)=[O:28]. (2) Given the reactants [C:1]1([S:7]([N:10]2[C:14]3=[N:15][CH:16]=[C:17]([S:19][CH3:20])[CH:18]=[C:13]3[CH:12]=[C:11]2[C:21]2[O:22][CH:23]=[CH:24][N:25]=2)(=[O:9])=[O:8])[CH:6]=[CH:5][CH:4]=[CH:3][CH:2]=1.[OH2:26].[OH2:27].O.O.O.O.C(O[O-])(=O)C1C(=CC=CC=1)C([O-])=O.[Mg+2].ClCCl.C(=O)([O-])O.[Na+], predict the reaction product. The product is: [C:1]1([S:7]([N:10]2[C:14]3=[N:15][CH:16]=[C:17]([S:19]([CH3:20])(=[O:27])=[O:26])[CH:18]=[C:13]3[CH:12]=[C:11]2[C:21]2[O:22][CH:23]=[CH:24][N:25]=2)(=[O:8])=[O:9])[CH:2]=[CH:3][CH:4]=[CH:5][CH:6]=1. (3) The product is: [Cl:1][C:2]1[N:7]=[CH:6][C:5]([O:8][CH2:12][O:11][CH2:9][CH3:10])=[CH:4][N:3]=1. Given the reactants [Cl:1][C:2]1[N:7]=[CH:6][C:5]([OH:8])=[CH:4][N:3]=1.[CH2:9]([O:11][CH2:12]Cl)[CH3:10].C([O-])([O-])=O.[K+].[K+], predict the reaction product.